Dataset: Forward reaction prediction with 1.9M reactions from USPTO patents (1976-2016). Task: Predict the product of the given reaction. (1) Given the reactants [C:1]([O:5][C:6]([N:8]1[CH2:12][CH2:11][C@H:10]([C:13]([OH:15])=O)[CH2:9]1)=[O:7])([CH3:4])([CH3:3])[CH3:2].Cl.[CH3:17][NH:18][O:19][CH3:20].CCN(C(C)C)C(C)C, predict the reaction product. The product is: [CH3:20][O:19][N:18]([CH3:17])[C:13]([C@H:10]1[CH2:11][CH2:12][N:8]([C:6]([O:5][C:1]([CH3:2])([CH3:3])[CH3:4])=[O:7])[CH2:9]1)=[O:15]. (2) Given the reactants C([O:5][C:6](=[O:19])[CH2:7][CH2:8][NH:9][C:10](=[O:18])[C:11]1[CH:16]=[CH:15][C:14]([Cl:17])=[CH:13][CH:12]=1)(C)(C)C, predict the reaction product. The product is: [Cl:17][C:14]1[CH:13]=[CH:12][C:11]([C:10]([NH:9][CH2:8][CH2:7][C:6]([OH:19])=[O:5])=[O:18])=[CH:16][CH:15]=1. (3) Given the reactants [Mg].Br[C:3]1[CH:8]=[CH:7][C:6]([C:9]2[O:10][CH2:11][C:12]([CH3:15])([CH3:14])[N:13]=2)=[CH:5][CH:4]=1.[CH2:16]([N:23]1[CH2:28][CH2:27][C:26](=[O:29])[CH2:25][CH2:24]1)[C:17]1[CH:22]=[CH:21][CH:20]=[CH:19][CH:18]=1.[Cl-].[NH4+], predict the reaction product. The product is: [CH2:16]([N:23]1[CH2:28][CH2:27][C:26]([C:3]2[CH:8]=[CH:7][C:6]([C:9]3[O:10][CH2:11][C:12]([CH3:15])([CH3:14])[N:13]=3)=[CH:5][CH:4]=2)([OH:29])[CH2:25][CH2:24]1)[C:17]1[CH:18]=[CH:19][CH:20]=[CH:21][CH:22]=1. (4) Given the reactants [H-].[Na+].[NH:3]1[C:11]2[C:6](=[CH:7][C:8]([C:12]#[N:13])=[CH:9][CH:10]=2)[CH2:5][CH2:4]1.[C:14](=[S:16])=[S:15].[CH3:17]I, predict the reaction product. The product is: [CH3:17][S:15][C:14]([N:3]1[C:11]2[C:6](=[CH:7][C:8]([C:12]#[N:13])=[CH:9][CH:10]=2)[CH2:5][CH2:4]1)=[S:16]. (5) Given the reactants F[C:2]1[CH:9]=[CH:8][C:5]([CH:6]=O)=[CH:4][N:3]=1.[NH2:10][C:11]1[CH:12]=[C:13]([CH2:19][OH:20])[CH:14]=[C:15]([O:17][CH3:18])[CH:16]=1.[CH2:21](O)C, predict the reaction product. The product is: [CH3:18][O:17][C:15]1[CH:14]=[C:13]([CH2:19][OH:20])[CH:12]=[C:11]([N:10]=[CH:6][C:5]2[CH:4]=[N:3][C:2]([CH3:21])=[CH:9][CH:8]=2)[CH:16]=1. (6) Given the reactants [N:1]1([CH2:6][CH2:7][NH2:8])[CH:5]=[CH:4][CH:3]=[CH:2]1.C=O.F[C:12](F)(F)C(O)=O, predict the reaction product. The product is: [CH2:12]1[NH:8][CH2:7][CH2:6][N:1]2[CH:5]=[CH:4][CH:3]=[C:2]12.